Dataset: Catalyst prediction with 721,799 reactions and 888 catalyst types from USPTO. Task: Predict which catalyst facilitates the given reaction. Reactant: [C:1](Cl)(=O)C(Cl)=O.[Br:7][C:8]1[C:16]([O:17][C:18]2[CH:23]=[CH:22][C:21]([F:24])=[CH:20][C:19]=2[F:25])=[CH:15][C:11]([C:12]([OH:14])=[O:13])=[C:10]([N+:26]([O-:28])=[O:27])[CH:9]=1.CO. Product: [Br:7][C:8]1[C:16]([O:17][C:18]2[CH:23]=[CH:22][C:21]([F:24])=[CH:20][C:19]=2[F:25])=[CH:15][C:11]([C:12]([O:14][CH3:1])=[O:13])=[C:10]([N+:26]([O-:28])=[O:27])[CH:9]=1. The catalyst class is: 204.